This data is from Full USPTO retrosynthesis dataset with 1.9M reactions from patents (1976-2016). The task is: Predict the reactants needed to synthesize the given product. (1) The reactants are: [CH2:1]([O:5][P:6]([O:13][CH2:14][CH2:15][CH2:16][CH3:17])([O:8][CH2:9][CH2:10][CH2:11][CH3:12])=[O:7])[CH2:2][CH2:3][CH3:4].[CH3:18][N:19]1[CH:23]=[CH:22][N:21]=[CH:20]1. Given the product [CH2:9]([O:8][P:6]([O-:13])([O:5][CH2:1][CH2:2][CH2:3][CH3:4])=[O:7])[CH2:10][CH2:11][CH3:12].[CH3:18][N+:19]1([CH2:14][CH2:15][CH2:16][CH3:17])[CH:23]=[CH:22][N:21]=[CH:20]1, predict the reactants needed to synthesize it. (2) Given the product [F:19][C:20]1[CH:25]=[CH:24][C:23]([C:2]2[C:10]3[N:9]4[CH2:11][CH2:12][NH:13][C:14](=[O:15])[C:8]4=[C:7]([CH3:16])[C:6]=3[CH:5]=[C:4]([C:17]#[N:18])[CH:3]=2)=[CH:22][CH:21]=1, predict the reactants needed to synthesize it. The reactants are: Br[C:2]1[C:10]2[N:9]3[CH2:11][CH2:12][NH:13][C:14](=[O:15])[C:8]3=[C:7]([CH3:16])[C:6]=2[CH:5]=[C:4]([C:17]#[N:18])[CH:3]=1.[F:19][C:20]1[CH:25]=[CH:24][C:23](B(O)O)=[CH:22][CH:21]=1. (3) Given the product [S:42]([C:2]1[CH:34]=[CH:33][C:5]([CH3:6])=[CH:4][CH:3]=1)([OH:45])(=[O:44])=[O:43].[Cl:1][C:2]1[CH:3]=[CH:4][C:5]([C:6]([NH:8][CH:9]([CH2:21][C:22]2[C:31]3[C:26](=[CH:27][CH:28]=[CH:29][CH:30]=3)[NH:25][C:24](=[O:32])[CH:23]=2)[C:10]([O:12][CH2:13][CH2:14][N:15]2[CH2:16][CH2:17][O:18][CH2:19][CH2:20]2)=[O:11])=[O:7])=[CH:33][CH:34]=1, predict the reactants needed to synthesize it. The reactants are: [Cl:1][C:2]1[CH:34]=[CH:33][C:5]([C:6]([NH:8][CH:9]([CH2:21][C:22]2[C:31]3[C:26](=[CH:27][CH:28]=[CH:29][CH:30]=3)[NH:25][C:24](=[O:32])[CH:23]=2)[C:10]([O:12][CH2:13][CH2:14][N:15]2[CH2:20][CH2:19][O:18][CH2:17][CH2:16]2)=[O:11])=[O:7])=[CH:4][CH:3]=1.O.C1(C)C([S:42]([OH:45])(=[O:44])=[O:43])=CC=CC=1. (4) Given the product [CH:28]1([C:31]([O:8][C:7]2[C:6]([Br:9])=[C:5]([C:10]3[CH:15]=[CH:14][CH:13]=[CH:12][CH:11]=3)[C:4]([CH3:16])=[C:3]([C:17]#[N:18])[C:2]=2[NH:1][C:34]([CH:25]2[CH2:27][CH2:26]2)=[O:36])=[O:32])[CH2:30][CH2:29]1, predict the reactants needed to synthesize it. The reactants are: [NH2:1][C:2]1[C:7]([OH:8])=[C:6]([Br:9])[C:5]([C:10]2[CH:15]=[CH:14][CH:13]=[CH:12][CH:11]=2)=[C:4]([CH3:16])[C:3]=1[C:17]#[N:18].C(N([CH:25]([CH3:27])[CH3:26])CC)(C)C.[CH:28]1([C:31](Cl)=[O:32])[CH2:30][CH2:29]1.[C:34](OCC)(=[O:36])C.